From a dataset of Catalyst prediction with 721,799 reactions and 888 catalyst types from USPTO. Predict which catalyst facilitates the given reaction. (1) Reactant: [N+:1]([C:4]1[CH:5]=[C:6]2[C:10](=[CH:11][CH:12]=1)[NH:9][C:8]([C:13]([O:15][CH2:16][CH3:17])=[O:14])=[CH:7]2)([O-:3])=[O:2].[C:18](=O)([O-])[O-].[K+].[K+].CI.[Cl-].[NH4+]. Product: [CH3:18][N:9]1[C:10]2[C:6](=[CH:5][C:4]([N+:1]([O-:3])=[O:2])=[CH:12][CH:11]=2)[CH:7]=[C:8]1[C:13]([O:15][CH2:16][CH3:17])=[O:14]. The catalyst class is: 3. (2) Reactant: [CH:1]([C:4]1[N:5]=[C:6]([CH2:9][CH2:10][C:11]2[CH:36]=[CH:35][N:14]3[C:15](=[O:34])[C:16]([C:20]4[N:24]([CH2:25][C:26]5[CH:31]=[CH:30][C:29]([O:32][CH3:33])=[CH:28][CH:27]=5)[N:23]=[N:22][N:21]=4)=[C:17]([OH:19])[N:18]=[C:13]3[CH:12]=2)[S:7][CH:8]=1)([CH3:3])[CH3:2].CN(C1C=CC=CN=1)C.C(N(CC)CC)C.[C:53]1([CH3:63])[CH:58]=[CH:57][C:56]([S:59](Cl)(=[O:61])=[O:60])=[CH:55][CH:54]=1. Product: [CH:1]([C:4]1[N:5]=[C:6]([CH2:9][CH2:10][C:11]2[CH:36]=[CH:35][N:14]3[C:15](=[O:34])[C:16]([C:20]4[N:24]([CH2:25][C:26]5[CH:31]=[CH:30][C:29]([O:32][CH3:33])=[CH:28][CH:27]=5)[N:23]=[N:22][N:21]=4)=[C:17]([O:19][S:59]([C:56]4[CH:57]=[CH:58][C:53]([CH3:63])=[CH:54][CH:55]=4)(=[O:61])=[O:60])[N:18]=[C:13]3[CH:12]=2)[S:7][CH:8]=1)([CH3:3])[CH3:2]. The catalyst class is: 2. (3) Reactant: [CH3:1][C:2]1[O:6][N:5]=[C:4]([C:7]2[CH:12]=[CH:11][CH:10]=[CH:9][CH:8]=2)[C:3]=1[CH2:13][O:14][C:15]1[N:16]=[CH:17][C:18]([C:21]([OH:23])=O)=[N:19][CH:20]=1.F[B-](F)(F)F.[N:29]1(OC(N(C)C)=[N+](C)C)[C:33]2[CH:34]=[CH:35][CH:36]=CC=2N=N1.C(N(CC)C(C)C)(C)C.NCC1CC1. Product: [CH:34]1([CH2:33][NH:29][C:21]([C:18]2[CH:17]=[N:16][C:15]([O:14][CH2:13][C:3]3[C:4]([C:7]4[CH:8]=[CH:9][CH:10]=[CH:11][CH:12]=4)=[N:5][O:6][C:2]=3[CH3:1])=[CH:20][N:19]=2)=[O:23])[CH2:36][CH2:35]1. The catalyst class is: 18. (4) Reactant: [N:1]1[C:10]2[C:5](=[CH:6][CH:7]=[CH:8][CH:9]=2)[CH:4]=[CH:3][C:2]=1[CH2:11][CH:12]1[CH2:16][CH2:15][CH2:14][CH:13]1[NH:17]C(=O)OC(C)(C)C.[ClH:25]. Product: [ClH:25].[N:1]1[C:10]2[C:5](=[CH:6][CH:7]=[CH:8][CH:9]=2)[CH:4]=[CH:3][C:2]=1[CH2:11][CH:12]1[CH2:16][CH2:15][CH2:14][CH:13]1[NH2:17]. The catalyst class is: 12. (5) Reactant: N(OC(C)(C)C)=O.[C:8](#[N:11])[CH:9]=[CH2:10].[Br:12][C:13]1[CH:19]=[CH:18][CH:17]=[C:16]([Br:20])[C:14]=1N.[ClH:21]. Product: [Br:12][C:13]1[CH:19]=[CH:18][CH:17]=[C:16]([Br:20])[C:14]=1[CH2:10][CH:9]([Cl:21])[C:8]#[N:11]. The catalyst class is: 10. (6) Reactant: [Cl:1][C:2]1[N:7]=[N:6][C:5]([C:8]([O:10]CC)=[O:9])=[CH:4][CH:3]=1.[Li+].[OH-].Cl. Product: [Cl:1][C:2]1[N:7]=[N:6][C:5]([C:8]([OH:10])=[O:9])=[CH:4][CH:3]=1. The catalyst class is: 20. (7) Reactant: [C:1]([C:3]1[N:8]=[C:7]([C:9]2[CH:10]=[C:11]([C:15]3[C:16]4[C:23]([C:24]([O:26][CH2:27][CH3:28])=[O:25])=[CH:22][N:21](COCC[Si](C)(C)C)[C:17]=4[N:18]=[CH:19][N:20]=3)[CH:12]=[CH:13][CH:14]=2)[CH:6]=[CH:5][N:4]=1)#[N:2].C(O)(C(F)(F)F)=O.[OH-].[Na+]. Product: [C:1]([C:3]1[N:8]=[C:7]([C:9]2[CH:10]=[C:11]([C:15]3[C:16]4[C:23]([C:24]([O:26][CH2:27][CH3:28])=[O:25])=[CH:22][NH:21][C:17]=4[N:18]=[CH:19][N:20]=3)[CH:12]=[CH:13][CH:14]=2)[CH:6]=[CH:5][N:4]=1)#[N:2]. The catalyst class is: 13. (8) Reactant: [F:1][C:2]1[CH:7]=[C:6]([F:8])[CH:5]=[CH:4][C:3]=1[C:9]1[NH:10][CH:11]=[C:12]2[CH:16]([N:17]([CH3:25])[C:18](=[O:24])[O:19][C:20]([CH3:23])([CH3:22])[CH3:21])[CH2:15][CH2:14][C:13]=12.[H-].[Na+].[Cl:28][C:29]1[CH:30]=[C:31]([CH:35]=[CH:36][CH:37]=1)[C:32](Cl)=[O:33].O. Product: [Cl:28][C:29]1[CH:30]=[C:31]([CH:35]=[CH:36][CH:37]=1)[C:32]([N:10]1[CH:11]=[C:12]2[CH:16]([N:17]([CH3:25])[C:18](=[O:24])[O:19][C:20]([CH3:21])([CH3:22])[CH3:23])[CH2:15][CH2:14][C:13]2=[C:9]1[C:3]1[CH:4]=[CH:5][C:6]([F:8])=[CH:7][C:2]=1[F:1])=[O:33]. The catalyst class is: 9. (9) Reactant: [F:1][C:2]1[CH:7]=[CH:6][C:5]([C:8]2[CH:13]=[C:12]([C:14]([F:17])([F:16])[F:15])[CH:11]=[C:10]([CH:18]([O:20][CH2:21][C:22]3([C:28]4[CH:33]=[CH:32][CH:31]=[CH:30][CH:29]=4)[CH2:27][CH2:26][NH:25][CH2:24][CH2:23]3)[CH3:19])[N:9]=2)=[CH:4][CH:3]=1.C=O.[C:36](O[BH-](OC(=O)C)OC(=O)C)(=O)C.[Na+].C(O)(=O)C. Product: [F:1][C:2]1[CH:7]=[CH:6][C:5]([C:8]2[CH:13]=[C:12]([C:14]([F:17])([F:15])[F:16])[CH:11]=[C:10]([CH:18]([O:20][CH2:21][C:22]3([C:28]4[CH:29]=[CH:30][CH:31]=[CH:32][CH:33]=4)[CH2:27][CH2:26][N:25]([CH3:36])[CH2:24][CH2:23]3)[CH3:19])[N:9]=2)=[CH:4][CH:3]=1. The catalyst class is: 4. (10) Reactant: [F:1][C:2]1[C:3]([CH2:8][O:9][C:10]2[CH:11]=[CH:12][C:13]([CH3:28])=[C:14]([N:16]3[CH2:25][C:24]4[C:19](=[CH:20][CH:21]=[CH:22][C:23]=4[OH:26])[NH:18][C:17]3=[O:27])[CH:15]=2)=[N:4][CH:5]=[CH:6][CH:7]=1.[C:29](=O)([O-])[O-].[K+].[K+].S(OC)(OC)(=O)=O.CS(C)=O. Product: [F:1][C:2]1[C:3]([CH2:8][O:9][C:10]2[CH:11]=[CH:12][C:13]([CH3:28])=[C:14]([N:16]3[CH2:25][C:24]4[C:19](=[CH:20][CH:21]=[CH:22][C:23]=4[O:26][CH3:29])[NH:18][C:17]3=[O:27])[CH:15]=2)=[N:4][CH:5]=[CH:6][CH:7]=1. The catalyst class is: 21.